Dataset: Full USPTO retrosynthesis dataset with 1.9M reactions from patents (1976-2016). Task: Predict the reactants needed to synthesize the given product. (1) Given the product [I:12][C:9]1[CH:10]=[C:11]2[C:6](=[CH:7][CH:8]=1)[N:5]=[CH:4][N:3]=[C:2]2[NH:26][C:16]1[CH:17]=[CH:18][C:19]([N:20]2[CH2:25][CH2:24][O:23][CH2:22][CH2:21]2)=[C:14]([CH3:13])[CH:15]=1, predict the reactants needed to synthesize it. The reactants are: Cl[C:2]1[C:11]2[C:6](=[CH:7][CH:8]=[C:9]([I:12])[CH:10]=2)[N:5]=[CH:4][N:3]=1.[CH3:13][C:14]1[CH:15]=[C:16]([NH2:26])[CH:17]=[CH:18][C:19]=1[N:20]1[CH2:25][CH2:24][O:23][CH2:22][CH2:21]1. (2) Given the product [F:9][C:3]1[C:4]([F:8])=[CH:5][CH:6]=[CH:7][C:2]=1[C:19]1([OH:22])[CH2:20][CH2:21][N:17]([C:10]([O:12][C:13]([CH3:15])([CH3:14])[CH3:16])=[O:11])[CH2:18]1, predict the reactants needed to synthesize it. The reactants are: Br[C:2]1[CH:7]=[CH:6][CH:5]=[C:4]([F:8])[C:3]=1[F:9].[C:10]([N:17]1[CH2:21][CH2:20][C:19](=[O:22])[CH2:18]1)([O:12][C:13]([CH3:16])([CH3:15])[CH3:14])=[O:11]. (3) Given the product [Br:13][CH2:11][C:10]([C:4]1[C:5]([OH:8])=[N:6][CH:7]=[C:2]([Br:1])[CH:3]=1)=[O:12], predict the reactants needed to synthesize it. The reactants are: [Br:1][C:2]1[CH:3]=[C:4]([C:10](=[O:12])[CH3:11])[C:5]([O:8]C)=[N:6][CH:7]=1.[Br:13]Br. (4) Given the product [Cl:1][C:2]1[CH:3]=[CH:4][C:5]2[S:9][CH:8]=[C:7]([CH2:10][CH2:11][NH:12][C:25](=[O:26])[C:24]3[CH:28]=[CH:29][CH:30]=[CH:31][C:23]=3[C:22]([F:21])([F:32])[F:33])[C:6]=2[CH:13]=1, predict the reactants needed to synthesize it. The reactants are: [Cl:1][C:2]1[CH:3]=[CH:4][C:5]2[S:9][CH:8]=[C:7]([CH2:10][CH2:11][NH2:12])[C:6]=2[CH:13]=1.C(N(CC)CC)C.[F:21][C:22]([F:33])([F:32])[C:23]1[CH:31]=[CH:30][CH:29]=[CH:28][C:24]=1[C:25](Cl)=[O:26]. (5) Given the product [Br:1][C:2]1[C:3]([F:18])=[C:4]([NH:17][C:20]([NH:19][C:22]2[CH:27]=[CH:26][C:25]([CH3:28])=[CH:24][CH:23]=2)=[O:21])[C:5]([N:8]([CH2:13][CH:14]([CH3:16])[CH3:15])[CH2:9][CH:10]([CH3:11])[CH3:12])=[CH:6][CH:7]=1, predict the reactants needed to synthesize it. The reactants are: [Br:1][C:2]1[C:3]([F:18])=[C:4]([NH2:17])[C:5]([N:8]([CH2:13][CH:14]([CH3:16])[CH3:15])[CH2:9][CH:10]([CH3:12])[CH3:11])=[CH:6][CH:7]=1.[N:19]([C:22]1[CH:27]=[CH:26][C:25]([CH3:28])=[CH:24][CH:23]=1)=[C:20]=[O:21]. (6) Given the product [Cl:42][C:37]1[CH:38]=[CH:39][CH:40]=[CH:41][C:36]=1[N:33]1[C:29]2=[N:30][CH:31]=[N:32][C:27]([O:11][CH:12]([CH2:23][O:24][CH3:25])[C:13]([NH:15][C:16]3[CH:21]=[CH:20][C:19]([CH3:22])=[CH:18][N:17]=3)=[O:14])=[C:28]2[CH:35]=[N:34]1, predict the reactants needed to synthesize it. The reactants are: [Li+].C[Si]([N-][Si](C)(C)C)(C)C.[OH:11][CH:12]([CH2:23][O:24][CH3:25])[C:13]([NH:15][C:16]1[CH:21]=[CH:20][C:19]([CH3:22])=[CH:18][N:17]=1)=[O:14].Cl[C:27]1[N:32]=[CH:31][N:30]=[C:29]2[N:33]([C:36]3[CH:41]=[CH:40][CH:39]=[CH:38][C:37]=3[Cl:42])[N:34]=[CH:35][C:28]=12.O. (7) Given the product [F:37][C:38]([F:42])([F:41])[CH2:39][NH:40][C:19]([C:10]1[C:11](=[O:18])[C:12]2[C:17](=[N:16][CH:15]=[CH:14][CH:13]=2)[N:8]([C:4]2[CH:5]=[CH:6][CH:7]=[C:2]([Br:1])[CH:3]=2)[CH:9]=1)=[O:20], predict the reactants needed to synthesize it. The reactants are: [Br:1][C:2]1[CH:3]=[C:4]([N:8]2[C:17]3[C:12](=[CH:13][CH:14]=[CH:15][N:16]=3)[C:11](=[O:18])[C:10]([C:19](O)=[O:20])=[CH:9]2)[CH:5]=[CH:6][CH:7]=1.C(N(CC)CC)C.ClC(OCC(C)C)=O.[F:37][C:38]([F:42])([F:41])[CH2:39][NH2:40].